The task is: Predict the reaction yield, written as a fraction of the theoretical maximum amount of product (1.0 means a 100% yield; for example, 0.34 means a 34% yield).. This data is from Reaction yield outcomes from USPTO patents with 853,638 reactions. (1) The reactants are [NH2:1][C:2]1[CH:7]=[CH:6][C:5]([OH:8])=[CH:4][CH:3]=1.CC(C)([O-])C.[K+].[CH3:15][NH:16][C:17]([C:19]1[CH:24]=[C:23](Cl)[CH:22]=[CH:21][N:20]=1)=[O:18].C(=O)([O-])[O-].[K+].[K+]. The catalyst is CN(C=O)C.[Cl-].[Na+].O.CCOC(C)=O. The product is [CH3:15][NH:16][C:17]([C:19]1[CH:24]=[C:23]([O:8][C:5]2[CH:6]=[CH:7][C:2]([NH2:1])=[CH:3][CH:4]=2)[CH:22]=[CH:21][N:20]=1)=[O:18]. The yield is 0.870. (2) The reactants are [CH3:1][N:2]1[CH2:7][CH2:6][NH:5][CH2:4][CH2:3]1.C([Li])CCC.Br[C:14]1[N:19]2[CH:20]=[C:21]([CH:23]=[O:24])[N:22]=[C:18]2[CH:17]=[CH:16][CH:15]=1.C(O)(=O)C(O)=O. The catalyst is O1CCCC1.C(O)(C)C. The product is [CH3:1][N:2]1[CH2:7][CH2:6][N:5]([C:14]2[N:19]3[CH:20]=[C:21]([CH:23]=[O:24])[N:22]=[C:18]3[CH:17]=[CH:16][CH:15]=2)[CH2:4][CH2:3]1. The yield is 0.540.